Dataset: Reaction yield outcomes from USPTO patents with 853,638 reactions. Task: Predict the reaction yield, written as a fraction of the theoretical maximum amount of product (1.0 means a 100% yield; for example, 0.34 means a 34% yield). (1) The reactants are [Cl-].[Al+3].[Cl-].[Cl-].[Br:5][C:6]1[CH:7]=[C:8]2[CH:14]=[CH:13][NH:12][C:9]2=[N:10][CH:11]=1.[C:15](Cl)(=[O:17])[CH3:16]. The catalyst is C(Cl)Cl. The product is [Br:5][C:6]1[CH:7]=[C:8]2[C:14]([C:15](=[O:17])[CH3:16])=[CH:13][NH:12][C:9]2=[N:10][CH:11]=1. The yield is 0.930. (2) The reactants are C([O:8][C:9]1[CH:10]=[CH:11][C:12]([C@@H:20]([OH:43])[CH2:21][NH:22][CH2:23][CH2:24][C:25]2[CH:30]=[CH:29][C:28]([O:31][CH2:32][CH2:33][C:34]([F:42])([F:41])[C:35]3[CH:40]=[CH:39][CH:38]=[CH:37][CH:36]=3)=[CH:27][CH:26]=2)=[C:13]2[C:18]=1[NH:17][C:16](=[O:19])[CH:15]=[CH:14]2)C1C=CC=CC=1. The catalyst is [Pd]. The product is [F:42][C:34]([F:41])([C:35]1[CH:40]=[CH:39][CH:38]=[CH:37][CH:36]=1)[CH2:33][CH2:32][O:31][C:28]1[CH:27]=[CH:26][C:25]([CH2:24][CH2:23][NH:22][CH2:21][C@@H:20]([C:12]2[CH:11]=[CH:10][C:9]([OH:8])=[C:18]3[C:13]=2[CH:14]=[CH:15][C:16](=[O:19])[NH:17]3)[OH:43])=[CH:30][CH:29]=1. The yield is 0.340. (3) The reactants are [CH2:1]([O:3][P:4]([CH2:9][CH2:10][CH2:11][CH:12]=[CH2:13])(=[O:8])[O:5][CH2:6][CH3:7])[CH3:2].[CH:14]([Li])([CH2:16][CH3:17])[CH3:15].[CH2:19]1[CH2:24][CH2:23][CH2:22][CH2:21][CH2:20]1. The catalyst is O1CCCC1. The product is [CH2:6]([O:5][P:4]([CH:9]([CH2:15][CH2:14][CH2:16][CH2:17][CH2:23][CH2:24][CH2:19][CH2:20][CH2:21][CH3:22])[CH2:10][CH2:11][CH:12]=[CH2:13])(=[O:8])[O:3][CH2:1][CH3:2])[CH3:7]. The yield is 0.730. (4) The reactants are [CH3:1][C:2]([CH3:22])([CH2:8][C:9]1[CH:14]=[CH:13][C:12]([N+:15]([O-])=O)=[CH:11][C:10]=1[C:18]([F:21])([F:20])[F:19])[C:3]([O:5][CH2:6][CH3:7])=[O:4]. The catalyst is CO.[Pd]. The product is [NH2:15][C:12]1[CH:13]=[CH:14][C:9]([CH2:8][C:2]([CH3:1])([CH3:22])[C:3]([O:5][CH2:6][CH3:7])=[O:4])=[C:10]([C:18]([F:19])([F:20])[F:21])[CH:11]=1. The yield is 0.840. (5) The reactants are [C:1]([O:5][C:6]([N:8]1[CH2:12][CH2:11][CH2:10][CH:9]1[C:13]1[NH:14][C:15]([C:18]2[CH:23]=[CH:22][C:21](Br)=[CH:20][CH:19]=2)=[CH:16][N:17]=1)=[O:7])([CH3:4])([CH3:3])[CH3:2].[CH3:25][O:26][C:27](=[O:64])[NH:28][CH:29]([C:33]([N:35]1[CH2:39][CH2:38][CH2:37][CH:36]1[C:40]1[NH:41][C:42]([C:45]2[CH:54]=[CH:53][C:52]3[C:47](=[CH:48][CH:49]=[C:50](B4OC(C)(C)C(C)(C)O4)[CH:51]=3)[CH:46]=2)=[CH:43][N:44]=1)=[O:34])[CH:30]([CH3:32])[CH3:31].[O-]P([O-])([O-])=O.[K+].[K+].[K+].CC1(C)C2C(=C(P(C3C=CC=CC=3)C3C=CC=CC=3)C=CC=2)OC2C(P(C3C=CC=CC=3)C3C=CC=CC=3)=CC=CC1=2. The catalyst is COCCOC.CCOC(C)=O.CO.C1C=CC(/C=C/C(/C=C/C2C=CC=CC=2)=O)=CC=1.C1C=CC(/C=C/C(/C=C/C2C=CC=CC=2)=O)=CC=1.C1C=CC(/C=C/C(/C=C/C2C=CC=CC=2)=O)=CC=1.[Pd].[Pd]. The product is [C:1]([O:5][C:6]([N:8]1[CH2:12][CH2:11][CH2:10][CH:9]1[C:13]1[NH:14][C:15]([C:18]2[CH:23]=[CH:22][C:21]([C:50]3[CH:49]=[CH:48][C:47]4[C:52](=[CH:53][CH:54]=[C:45]([C:42]5[NH:41][C:40]([CH:36]6[CH2:37][CH2:38][CH2:39][N:35]6[C:33](=[O:34])[CH:29]([NH:28][C:27]([O:26][CH3:25])=[O:64])[CH:30]([CH3:32])[CH3:31])=[N:44][CH:43]=5)[CH:46]=4)[CH:51]=3)=[CH:20][CH:19]=2)=[CH:16][N:17]=1)=[O:7])([CH3:4])([CH3:3])[CH3:2]. The yield is 0.490. (6) The reactants are O[C:2]1[CH:26]=[CH:25][C:5]([CH2:6][CH:7]2[C:16]3[C:11](=[CH:12][C:13]([O:17][CH3:18])=[CH:14][CH:15]=3)[CH2:10][CH2:9][N:8]2[C:19]2[CH:24]=[CH:23][CH:22]=[CH:21][CH:20]=2)=[CH:4][CH:3]=1.Cl.ClCC[N:31]1[CH2:36][CH2:35][CH2:34][CH2:33][CH2:32]1.[C:37](=[O:40])([O-])[O-].[K+].[K+].[Cl-].[NH4+].[CH3:45]N(C)C=O. The catalyst is O. The product is [CH3:18][O:17][C:13]1[CH:12]=[C:11]2[C:16](=[CH:15][CH:14]=1)[CH:7]([CH2:6][C:5]1[CH:25]=[CH:26][C:2]([O:40][CH2:37][CH2:45][CH:36]3[CH2:35][CH2:34][CH2:33][CH2:32][NH:31]3)=[CH:3][CH:4]=1)[N:8]([C:19]1[CH:24]=[CH:23][CH:22]=[CH:21][CH:20]=1)[CH2:9][CH2:10]2. The yield is 0.470. (7) The reactants are B.C1COCC1.[CH2:7]([O:9][C:10]([C@@H:12]1[CH2:14][C@H:13]1[C:15]([OH:17])=O)=[O:11])[CH3:8].[C:18]([Si:22](Cl)([C:29]1[CH:34]=[CH:33][CH:32]=[CH:31][CH:30]=1)[C:23]1[CH:28]=[CH:27][CH:26]=[CH:25][CH:24]=1)([CH3:21])([CH3:20])[CH3:19].N1C=CN=C1. The catalyst is C1COCC1.O.CO. The product is [Si:22]([O:17][CH2:15][C@@H:13]1[CH2:14][C@H:12]1[C:10]([O:9][CH2:7][CH3:8])=[O:11])([C:18]([CH3:21])([CH3:20])[CH3:19])([C:29]1[CH:30]=[CH:31][CH:32]=[CH:33][CH:34]=1)[C:23]1[CH:28]=[CH:27][CH:26]=[CH:25][CH:24]=1. The yield is 0.790. (8) The catalyst is CN(C=O)C. The reactants are [CH3:1][C:2]1([CH3:19])[CH2:7][CH2:6][C:5]([CH:8]([CH3:11])[CH2:9][OH:10])=[C:4]2[C:12]([CH3:18])([CH3:17])[CH:13]3[CH2:16][C:3]12[CH2:15][CH2:14]3.[CH2:20]1COCC1.[H-].[Na+].CI. The yield is 0.690. The product is [CH3:20][O:10][CH2:9][CH:8]([C:5]1[CH2:6][CH2:7][C:2]([CH3:1])([CH3:19])[C:3]23[CH2:16][CH:13]([CH2:14][CH2:15]2)[C:12]([CH3:18])([CH3:17])[C:4]=13)[CH3:11]. (9) The reactants are [CH:1]([C:3]1[CH:4]=[C:5]([CH:15]=[CH:16][CH:17]=1)[O:6][C:7]([CH3:14])([CH3:13])[C:8]([O:10]CC)=[O:9])=O.[NH2:18][C:19]1[CH:24]=[CH:23][CH:22]=[CH:21][C:20]=1[SH:25].[OH-].[Na+]. The catalyst is CO. The product is [S:25]1[C:20]2[CH:21]=[CH:22][CH:23]=[CH:24][C:19]=2[N:18]=[C:1]1[C:3]1[CH:4]=[C:5]([CH:15]=[CH:16][CH:17]=1)[O:6][C:7]([CH3:13])([CH3:14])[C:8]([OH:10])=[O:9]. The yield is 0.677. (10) The reactants are [Br:1][C:2]1[CH:7]=[C:6]([F:8])[CH:5]=[CH:4][C:3]=1[CH:9]1[C:14]([C:15]([O:17][CH2:18][CH3:19])=[O:16])=[C:13]([CH2:20]Br)[NH:12][C:11]([C:22]2[O:23][CH:24]=[CH:25][N:26]=2)=[N:10]1.[NH:27]1[CH2:32][CH2:31][O:30][CH2:29][CH:28]1[C:33]([OH:35])=[O:34]. No catalyst specified. The product is [Br:1][C:2]1[CH:7]=[C:6]([F:8])[CH:5]=[CH:4][C:3]=1[CH:9]1[N:10]=[C:11]([C:22]2[O:23][CH:24]=[CH:25][N:26]=2)[NH:12][C:13]([CH2:20][N:27]2[CH2:32][CH2:31][O:30][CH2:29][CH:28]2[C:33]([OH:35])=[O:34])=[C:14]1[C:15]([O:17][CH2:18][CH3:19])=[O:16]. The yield is 0.350.